The task is: Predict the reaction yield, written as a fraction of the theoretical maximum amount of product (1.0 means a 100% yield; for example, 0.34 means a 34% yield).. This data is from Reaction yield outcomes from USPTO patents with 853,638 reactions. (1) The product is [Cl:1][C:2]1[CH:3]=[C:4]([N:11]2[C:20]3[C:15](=[CH:16][C:17]([S:21]([NH:24][C:25]4[CH:29]=[CH:28][O:27][N:26]=4)(=[O:23])=[O:22])=[CH:18][CH:19]=3)[CH:14]=[CH:13][C:12]2=[O:30])[C:5]([O:9][CH3:10])=[N:6][C:7]=1[N:35]1[CH2:36][C:33]([F:37])([F:32])[CH2:34]1. The reactants are [Cl:1][C:2]1[CH:3]=[C:4]([N:11]2[C:20]3[C:15](=[CH:16][C:17]([S:21]([NH:24][C:25]4[CH:29]=[CH:28][O:27][N:26]=4)(=[O:23])=[O:22])=[CH:18][CH:19]=3)[CH:14]=[CH:13][C:12]2=[O:30])[C:5]([O:9][CH3:10])=[N:6][C:7]=1Cl.Cl.[F:32][C:33]1([F:37])[CH2:36][NH:35][CH2:34]1.C(=O)([O-])[O-].[K+].[K+]. The catalyst is CS(C)=O. The yield is 0.339. (2) The reactants are [CH3:1][C@@H:2]1[CH2:7][CH2:6][NH:5][CH2:4][C@H:3]1[NH:8][P:9](=[O:16])([O:13][CH2:14][CH3:15])[O:10][CH2:11][CH3:12].[CH:17](=O)[C:18]1[CH:23]=[CH:22][CH:21]=[CH:20][CH:19]=1.C(O)(=O)C.[BH3-]C#N.[Na+]. The catalyst is CO. The product is [CH2:17]([N:5]1[CH2:6][CH2:7][C@@H:2]([CH3:1])[C@H:3]([NH:8][P:9](=[O:16])([O:13][CH2:14][CH3:15])[O:10][CH2:11][CH3:12])[CH2:4]1)[C:18]1[CH:23]=[CH:22][CH:21]=[CH:20][CH:19]=1. The yield is 0.990. (3) The reactants are [CH2:1]([C:3]1[C:4]([O:13]C)=[N:5][C:6]([CH3:12])=[C:7]([CH:11]=1)[C:8]([OH:10])=O)[CH3:2].F[B-](F)(F)F.O=C1C=CC=CN1OC(N(C)C)=[N+](C)C.O.OC1C2N=NNC=2C=CC=1.[C:46]([O:50][C:51](=[O:58])[NH:52][CH2:53][C:54]([NH:56][NH2:57])=[O:55])([CH3:49])([CH3:48])[CH3:47].C(N(C(C)C)C(C)C)C. The catalyst is ClCCl.O. The product is [C:46]([O:50][C:51](=[O:58])[NH:52][CH2:53][C:54]([NH:56][NH:57][C:8]([C:7]1[CH:11]=[C:3]([CH2:1][CH3:2])[C:4](=[O:13])[NH:5][C:6]=1[CH3:12])=[O:10])=[O:55])([CH3:49])([CH3:47])[CH3:48]. The yield is 0.730. (4) The reactants are [F:1][C:2]([F:7])([F:6])[C:3]([OH:5])=[O:4].[Cl:8][C:9]1[C:10]([NH:31][C@@H:32]2[C@@H:37]3[CH2:38][C@@H:34]([CH:35]=[CH:36]3)[C@@H:33]2[C:39]([NH2:41])=[O:40])=[C:11]2[N:17]=[C:16]([C:18]3[CH:23]=[CH:22][C:21](CN4CCOCC4)=[CH:20][CH:19]=3)[NH:15][C:12]2=[N:13][CH:14]=1.NC1[C:48]([NH2:49])=[C:47]([NH:50][C@@H:51]2[C@@H:56]3C[C@@H](C=C3)[C@@H]2C(N)=O)C(Cl)=CN=1.C(OC(N1CCN(C2C=CC(C=O)=CC=2)CC1)=O)(C)(C)C.C(=O)(OC(C)(C)C)N.Cl. The catalyst is O1CCOCC1. The product is [F:1][C:2]([F:7])([F:6])[C:3]([OH:5])=[O:4].[Cl:8][C:9]1[C:10]([NH:31][C@@H:32]2[C@@H:37]3[CH2:38][C@@H:34]([CH:35]=[CH:36]3)[C@@H:33]2[C:39]([NH2:41])=[O:40])=[C:11]2[N:17]=[C:16]([C:18]3[CH:19]=[CH:20][C:21]([N:49]4[CH2:48][CH2:47][NH:50][CH2:51][CH2:56]4)=[CH:22][CH:23]=3)[NH:15][C:12]2=[N:13][CH:14]=1. The yield is 0.430. (5) The reactants are [Br:1][C:2]1[CH:21]=[CH:20][C:5]([CH2:6][CH:7]2[CH2:11][CH2:10][N:9]([C@H:12]3[CH2:17][CH2:16][C@@H:15]([OH:18])[CH2:14][CH2:13]3)[C:8]2=[O:19])=[C:4]([Cl:22])[CH:3]=1.[H-].[Na+].[CH2:25]1COCC1. No catalyst specified. The product is [Br:1][C:2]1[CH:21]=[CH:20][C:5]([CH2:6][CH:7]2[CH2:11][CH2:10][N:9]([C@H:12]3[CH2:13][CH2:14][C@@H:15]([O:18][CH3:25])[CH2:16][CH2:17]3)[C:8]2=[O:19])=[C:4]([Cl:22])[CH:3]=1. The yield is 0.830.